From a dataset of Reaction yield outcomes from USPTO patents with 853,638 reactions. Predict the reaction yield, written as a fraction of the theoretical maximum amount of product (1.0 means a 100% yield; for example, 0.34 means a 34% yield). (1) The reactants are [C:1]12([CH2:11][O:12][C:13]3[C:21]([Cl:22])=[CH:20][C:16]([C:17]([OH:19])=[O:18])=[C:15]([F:23])[CH:14]=3)[CH2:10][CH:5]3[CH2:6][CH:7]([CH2:9][CH:3]([CH2:4]3)[CH2:2]1)[CH2:8]2.[C:24](OC(OC(O[C:24]([CH3:27])([CH3:26])[CH3:25])=O)=O)([CH3:27])([CH3:26])[CH3:25]. The catalyst is CN(C)C1C=CN=CC=1.C(O)(C)(C)C. The product is [C:1]12([CH2:11][O:12][C:13]3[C:21]([Cl:22])=[CH:20][C:16]([C:17]([O:19][C:24]([CH3:27])([CH3:26])[CH3:25])=[O:18])=[C:15]([F:23])[CH:14]=3)[CH2:8][CH:7]3[CH2:9][CH:3]([CH2:4][CH:5]([CH2:6]3)[CH2:10]1)[CH2:2]2. The yield is 0.710. (2) The reactants are Br[C:2]1[CH:7]=[CH:6][C:5]([N:8]2[C:12]([CH2:13][C@@H:14]3[CH2:18][CH2:17][N:16]([C:19](=[O:24])[C:20]([CH3:23])([CH3:22])[CH3:21])[CH2:15]3)=[N:11][NH:10][C:9]2=[O:25])=[CH:4][CH:3]=1.CC1(C)C(C)(C)OB([C:34]2[CH:43]=[C:42]3[C:37]([CH:38]=[CH:39][CH:40]=[N:41]3)=[CH:36][CH:35]=2)O1.C(=O)([O-])[O-].[K+].[K+]. The catalyst is O1CCOCC1.C1C=CC(P(C2C=CC=CC=2)[C-]2C=CC=C2)=CC=1.C1C=CC(P(C2C=CC=CC=2)[C-]2C=CC=C2)=CC=1.Cl[Pd]Cl.[Fe+2].ClCCl. The product is [CH3:21][C:20]([CH3:23])([CH3:22])[C:19]([N:16]1[CH2:17][CH2:18][C@@H:14]([CH2:13][C:12]2[N:8]([C:5]3[CH:6]=[CH:7][C:2]([C:34]4[CH:43]=[C:42]5[C:37]([CH:38]=[CH:39][CH:40]=[N:41]5)=[CH:36][CH:35]=4)=[CH:3][CH:4]=3)[C:9](=[O:25])[NH:10][N:11]=2)[CH2:15]1)=[O:24]. The yield is 0.380. (3) The reactants are [C:1]([CH2:3][CH2:4][NH:5][C:6]1[CH:15]=[CH:14][C:13]([N+:16]([O-:18])=[O:17])=[CH:12][C:7]=1[C:8]([O:10]C)=[O:9])#[N:2].C1COCC1.O.[OH-].[Li+]. The catalyst is O. The product is [C:1]([CH2:3][CH2:4][NH:5][C:6]1[CH:15]=[CH:14][C:13]([N+:16]([O-:18])=[O:17])=[CH:12][C:7]=1[C:8]([OH:10])=[O:9])#[N:2]. The yield is 0.840. (4) The reactants are [Br:1][C:2]1[CH:13]=[C:6]2[C:7]([O:9]C(=O)[NH:11][C:5]2=[CH:4][CH:3]=1)=O.Cl.[NH2:15][CH:16]1[CH2:21][CH2:20][C:19](=[O:22])[NH:18][C:17]1=[O:23].C(N(CC)CC)C.C(O)(=O)C. The catalyst is C(#N)C. The product is [NH2:11][C:5]1[CH:4]=[CH:3][C:2]([Br:1])=[CH:13][C:6]=1[C:7]([NH:15][CH:16]1[CH2:21][CH2:20][C:19](=[O:22])[NH:18][C:17]1=[O:23])=[O:9]. The yield is 0.720. (5) The reactants are [NH2:1][C:2]([C:4]1[C:5]([F:16])=[C:6]([CH:12]=[CH:13][C:14]=1[F:15])[O:7][CH2:8][C:9]([OH:11])=[O:10])=[O:3].C([O-])([O-])=O.[K+].[K+].O. The catalyst is CN(C=O)C. The product is [NH2:1][C:2]([C:4]1[C:5]([F:16])=[C:6]([CH:12]=[CH:13][C:14]=1[F:15])[O:7][CH2:8][C:9]([O:11][CH2:6][CH2:5][CH2:4][CH2:14][CH2:13][CH3:12])=[O:10])=[O:3]. The yield is 0.600.